Dataset: Tyrosyl-DNA phosphodiesterase HTS with 341,365 compounds. Task: Binary Classification. Given a drug SMILES string, predict its activity (active/inactive) in a high-throughput screening assay against a specified biological target. (1) The compound is O1C(CCC(=O)NC(C)(C)C)COc2c1cccc2. The result is 0 (inactive). (2) The compound is O=C(N1CCN(CC1)c1c(OC)cccc1)CCc1n2nc(N3CCCC3)ccc2nn1. The result is 0 (inactive). (3) The compound is S1C2N(C(=O)C2NC(=O)CSc2ccncc2)C(=C(C1)COC(=O)C)C([O-])=O. The result is 1 (active). (4) The compound is S(=O)(=O)(N1CCN(CC1)c1n(nnn1)c1ccccc1)c1cc2OCOc2cc1. The result is 0 (inactive). (5) The result is 0 (inactive). The molecule is S(=O)(=O)(N1CC(CCC1)C(=O)Nc1sc2c(n1)ccc(OC)c2)c1c2nsnc2ccc1. (6) The drug is ClCC(=O)N(C(C(=O)NC1CCCCC1)c1cccnc1)c1cc(Cl)ccc1. The result is 0 (inactive). (7) The drug is [O-][N+]=1c2c(C(=O)C1c1ncccc1)cccc2. The result is 0 (inactive).